From a dataset of Peptide-MHC class I binding affinity with 185,985 pairs from IEDB/IMGT. Regression. Given a peptide amino acid sequence and an MHC pseudo amino acid sequence, predict their binding affinity value. This is MHC class I binding data. (1) The peptide sequence is TTIEDILPK. The MHC is HLA-A69:01 with pseudo-sequence HLA-A69:01. The binding affinity (normalized) is 0.0847. (2) The peptide sequence is LEACYKRSV. The MHC is HLA-A26:01 with pseudo-sequence HLA-A26:01. The binding affinity (normalized) is 0.0847. (3) The peptide sequence is LVSLLTFMI. The MHC is HLA-A02:01 with pseudo-sequence HLA-A02:01. The binding affinity (normalized) is 0.301. (4) The peptide sequence is ANFKFRDLLFK. The MHC is H-2-Kb with pseudo-sequence H-2-Kb. The binding affinity (normalized) is 0.581.